This data is from Forward reaction prediction with 1.9M reactions from USPTO patents (1976-2016). The task is: Predict the product of the given reaction. (1) Given the reactants [N+:1]([C:4]1[CH:5]=[C:6]([C:15]2[CH:20]=[CH:19][C:18]([C:21]([F:24])([F:23])[F:22])=[CH:17][CH:16]=2)[CH:7]=[CH:8][C:9]=1[NH:10][S:11]([NH2:14])(=[O:13])=[O:12])([O-])=O, predict the reaction product. The product is: [NH2:1][C:4]1[CH:5]=[C:6]([C:15]2[CH:16]=[CH:17][C:18]([C:21]([F:24])([F:22])[F:23])=[CH:19][CH:20]=2)[CH:7]=[CH:8][C:9]=1[NH:10][S:11]([NH2:14])(=[O:13])=[O:12]. (2) Given the reactants Br[C:2]1[CH:3]=[C:4]([NH2:9])[C:5]([Cl:8])=[N:6][CH:7]=1.[NH:10]1[CH2:15][CH2:14][O:13][CH2:12][CH2:11]1.C1(P(C2CCCCC2)C2(C(C)C)CC(C(C)C)=CC(C(C)C)=C2C2C=CC=CC=2)CCCCC1.CC(C1C=C(C(C)C)C(C2C=CC=CC=2P(C2CCCCC2)C2CCCCC2)=C(C(C)C)C=1)C.C[Si]([N-][Si](C)(C)C)(C)C.[Li+], predict the reaction product. The product is: [Cl:8][C:5]1[C:4]([NH2:9])=[CH:3][C:2]([N:10]2[CH2:15][CH2:14][O:13][CH2:12][CH2:11]2)=[CH:7][N:6]=1. (3) Given the reactants [Br:1][C:2]1[C:11]2[C:6](=[CH:7][CH:8]=[CH:9][CH:10]=2)[C:5]([C:12]2[CH:17]=[CH:16][C:15]([Cl:18])=[CH:14][CH:13]=2)=[C:4]([CH:19]([O:22][Si:23]([C:26]([CH3:29])([CH3:28])[CH3:27])([CH3:25])[CH3:24])[CH:20]=[O:21])[C:3]=1[CH3:30].CC(=CC)C.P([O-])(O)(O)=[O:37].[Na+].Cl([O-])=O.[Na+].OS([O-])(=O)=O.[Na+], predict the reaction product. The product is: [Br:1][C:2]1[C:11]2[C:6](=[CH:7][CH:8]=[CH:9][CH:10]=2)[C:5]([C:12]2[CH:13]=[CH:14][C:15]([Cl:18])=[CH:16][CH:17]=2)=[C:4]([CH:19]([O:22][Si:23]([C:26]([CH3:27])([CH3:29])[CH3:28])([CH3:24])[CH3:25])[C:20]([OH:37])=[O:21])[C:3]=1[CH3:30]. (4) Given the reactants [CH3:1][S:2][C:3]1[C:4]2[C:5]([C:12]3[CH:17]=[CH:16][C:15]([Cl:18])=[CH:14][CH:13]=3)=[CH:6][NH:7][C:8]=2[CH:9]=[CH:10][CH:11]=1.C1C(=O)N([Br:26])C(=O)C1, predict the reaction product. The product is: [CH3:1][S:2][C:3]1[C:4]2[C:5]([C:12]3[CH:13]=[CH:14][C:15]([Cl:18])=[CH:16][CH:17]=3)=[C:6]([Br:26])[NH:7][C:8]=2[CH:9]=[CH:10][CH:11]=1. (5) Given the reactants Br[CH2:2][C:3]1[CH:10]=[CH:9][C:6]([C:7]#[N:8])=[CH:5][CH:4]=1.[NH3:11], predict the reaction product. The product is: [NH2:11][CH2:2][C:3]1[CH:10]=[CH:9][C:6]([C:7]#[N:8])=[CH:5][CH:4]=1. (6) Given the reactants [C:1]([Si:5]([CH3:15])([CH3:14])[O:6][C:7]1[CH:12]=[CH:11][C:10]([OH:13])=[CH:9][CH:8]=1)([CH3:4])([CH3:3])[CH3:2].C(=O)([O-])[O-].[Ca+2].[Br:21]Br.[O-]S([O-])(=O)=O.[Mg+2], predict the reaction product. The product is: [Br:21][C:9]1[CH:8]=[C:7]([O:6][Si:5]([C:1]([CH3:4])([CH3:3])[CH3:2])([CH3:15])[CH3:14])[CH:12]=[CH:11][C:10]=1[OH:13].